From a dataset of Forward reaction prediction with 1.9M reactions from USPTO patents (1976-2016). Predict the product of the given reaction. (1) Given the reactants [N+:1]([C:4]1[CH:26]=[CH:25][CH:24]=[CH:23][C:5]=1[NH:6][CH:7]1[CH2:12][CH2:11][N:10]([C:13]([O:15][CH2:16][C:17]2[CH:22]=[CH:21][CH:20]=[CH:19][CH:18]=2)=[O:14])[CH2:9][CH2:8]1)([O-])=O, predict the reaction product. The product is: [NH2:1][C:4]1[CH:26]=[CH:25][CH:24]=[CH:23][C:5]=1[NH:6][CH:7]1[CH2:8][CH2:9][N:10]([C:13]([O:15][CH2:16][C:17]2[CH:18]=[CH:19][CH:20]=[CH:21][CH:22]=2)=[O:14])[CH2:11][CH2:12]1. (2) Given the reactants [C:1]12[C:7](=[CH:8][CH:9]=[CH:10][CH:11]=1)[NH:6]C(=O)[O:4][C:2]2=O.[CH3:13][O:14][C:15]1[CH:20]=[CH:19][C:18]([NH2:21])=[CH:17][CH:16]=1, predict the reaction product. The product is: [NH2:6][C:7]1[CH:8]=[CH:9][CH:10]=[CH:11][C:1]=1[C:2]([NH:21][C:18]1[CH:19]=[CH:20][C:15]([O:14][CH3:13])=[CH:16][CH:17]=1)=[O:4]. (3) Given the reactants [CH2:1]([O:8][C:9]1[CH:10]=[C:11]2[C:16](=[CH:17][C:18]=1[O:19][CH3:20])[CH:15]([CH2:21]S(C1N(C3C=CC=CC=3)N=NN=1)(=O)=O)[N:14](C(OC(C)(C)C)=O)[CH2:13][CH2:12]2)[C:2]1[CH:7]=[CH:6][CH:5]=[CH:4][CH:3]=1.[CH3:43][O:44][C:45]1[C:54]([CH:55]=O)=[CH:53][C:48]2[O:49][CH2:50][CH2:51][O:52][C:47]=2[CH:46]=1.C[Si]([N-][Si](C)(C)C)(C)C.[Li+], predict the reaction product. The product is: [CH2:1]([O:8][C:9]1[CH:10]=[C:11]2[C:16](=[CH:17][C:18]=1[O:19][CH3:20])[CH:15](/[CH:21]=[CH:55]/[C:54]1[C:45]([O:44][CH3:43])=[CH:46][C:47]3[O:52][CH2:51][CH2:50][O:49][C:48]=3[CH:53]=1)[NH:14][CH2:13][CH2:12]2)[C:2]1[CH:3]=[CH:4][CH:5]=[CH:6][CH:7]=1. (4) Given the reactants BrC1C=CC=CN=1.[Li]CCCC.C(OC([N:20]1[CH2:25][CH2:24][N:23]([S:26]([C:29]2[CH:34]=[CH:33][C:32]([Cl:35])=[C:31]([CH2:36][O:37][CH2:38][C:39](=[O:44])[NH:40][CH2:41]OC)[CH:30]=2)(=[O:28])=[O:27])[CH2:22][CH2:21]1)=O)(C)(C)C.C(Cl)Cl.[C:48](O)(C(F)(F)F)=[O:49].C([O-])([O-])=O.[Na+].[Na+], predict the reaction product. The product is: [Cl:35][C:32]1[CH:33]=[CH:34][C:29]([S:26]([N:23]2[CH2:22][CH2:21][NH:20][CH2:25][CH2:24]2)(=[O:28])=[O:27])=[CH:30][C:31]=1[CH2:36][O:37][CH2:38][C:39]([N:40]([O:49][CH3:48])[CH3:41])=[O:44].